Dataset: Merck oncology drug combination screen with 23,052 pairs across 39 cell lines. Task: Regression. Given two drug SMILES strings and cell line genomic features, predict the synergy score measuring deviation from expected non-interaction effect. (1) Drug 1: CN1C(=O)C=CC2(C)C3CCC4(C)C(NC(=O)OCC(F)(F)F)CCC4C3CCC12. Drug 2: Cn1cc(-c2cnn3c(N)c(Br)c(C4CCCNC4)nc23)cn1. Cell line: SKMEL30. Synergy scores: synergy=10.3. (2) Drug 1: COC12C(COC(N)=O)C3=C(C(=O)C(C)=C(N)C3=O)N1CC1NC12. Synergy scores: synergy=18.3. Cell line: UWB1289BRCA1. Drug 2: CS(=O)(=O)CCNCc1ccc(-c2ccc3ncnc(Nc4ccc(OCc5cccc(F)c5)c(Cl)c4)c3c2)o1. (3) Cell line: HT144. Drug 1: NC1(c2ccc(-c3nc4ccn5c(=O)[nH]nc5c4cc3-c3ccccc3)cc2)CCC1. Drug 2: NC1CCCCC1N.O=C(O)C(=O)O.[Pt+2]. Synergy scores: synergy=-12.2. (4) Drug 1: C#Cc1cccc(Nc2ncnc3cc(OCCOC)c(OCCOC)cc23)c1. Drug 2: CC(C)CC(NC(=O)C(Cc1ccccc1)NC(=O)c1cnccn1)B(O)O. Cell line: SW620. Synergy scores: synergy=3.16. (5) Drug 1: CN(C)C(=N)N=C(N)N. Drug 2: Cn1cc(-c2cnn3c(N)c(Br)c(C4CCCNC4)nc23)cn1. Cell line: ES2. Synergy scores: synergy=-7.43. (6) Drug 1: CC1CC2C3CCC4=CC(=O)C=CC4(C)C3(F)C(O)CC2(C)C1(O)C(=O)CO. Drug 2: C#Cc1cccc(Nc2ncnc3cc(OCCOC)c(OCCOC)cc23)c1. Cell line: HT29. Synergy scores: synergy=4.13. (7) Synergy scores: synergy=88.3. Drug 2: Cc1nc(Nc2ncc(C(=O)Nc3c(C)cccc3Cl)s2)cc(N2CCN(CCO)CC2)n1. Cell line: MSTO. Drug 1: NC1(c2ccc(-c3nc4ccn5c(=O)[nH]nc5c4cc3-c3ccccc3)cc2)CCC1. (8) Drug 1: Nc1ccn(C2OC(CO)C(O)C2(F)F)c(=O)n1. Drug 2: O=C(NOCC(O)CO)c1ccc(F)c(F)c1Nc1ccc(I)cc1F. Cell line: UWB1289. Synergy scores: synergy=5.51. (9) Drug 1: COC12C(COC(N)=O)C3=C(C(=O)C(C)=C(N)C3=O)N1CC1NC12. Drug 2: CC(C)CC(NC(=O)C(Cc1ccccc1)NC(=O)c1cnccn1)B(O)O. Cell line: A2058. Synergy scores: synergy=1.14. (10) Drug 1: O=C(NOCC(O)CO)c1ccc(F)c(F)c1Nc1ccc(I)cc1F. Drug 2: COC1CC2CCC(C)C(O)(O2)C(=O)C(=O)N2CCCCC2C(=O)OC(C(C)CC2CCC(OP(C)(C)=O)C(OC)C2)CC(=O)C(C)C=C(C)C(O)C(OC)C(=O)C(C)CC(C)C=CC=CC=C1C. Cell line: SKOV3. Synergy scores: synergy=38.3.